This data is from CYP2C19 inhibition data for predicting drug metabolism from PubChem BioAssay. The task is: Regression/Classification. Given a drug SMILES string, predict its absorption, distribution, metabolism, or excretion properties. Task type varies by dataset: regression for continuous measurements (e.g., permeability, clearance, half-life) or binary classification for categorical outcomes (e.g., BBB penetration, CYP inhibition). Dataset: cyp2c19_veith. (1) The compound is O=C(c1c(F)cccc1F)N1CCN(c2ccccc2F)CC1. The result is 1 (inhibitor). (2) The drug is CN(C)c1ncc2nc(-c3cccc(C#N)c3)c(=O)n(C)c2n1. The result is 0 (non-inhibitor). (3) The drug is CCOC(=O)Cc1c(C)nc2c(-c3ccccc3)c(-c3ccccc3)[nH]n2c1=O. The result is 1 (inhibitor). (4) The molecule is O=c1c(CCc2ccccc2)nc2cnc(N3CCOCC3)nc2n1Cc1cccs1. The result is 0 (non-inhibitor). (5) The result is 0 (non-inhibitor). The drug is CC(C)c1ccc(C(c2c(O)c3ccccc3oc2=O)c2c(O)c3ccccc3oc2=O)cc1. (6) The drug is Cc1cc(C)n(-c2cc(N3CCN(C(=O)c4cccc(Br)c4)CC3)ccc2[N+](=O)[O-])n1. The result is 1 (inhibitor). (7) The compound is C=CCOc1c(Br)cc(CNc2ccc(NC(=O)C(C)C)c(OC)c2)cc1OC. The result is 1 (inhibitor). (8) The molecule is O=c1[nH][nH]c(C(F)(F)F)c1C=Nc1cccc(Cl)c1. The result is 0 (non-inhibitor).